Dataset: hERG Central: cardiac toxicity at 1µM, 10µM, and general inhibition. Task: Predict hERG channel inhibition at various concentrations. (1) The compound is O=C(NCCNc1ccccc1[N+](=O)[O-])c1cc(F)c(F)cc1Cl. Results: hERG_inhib (hERG inhibition (general)): blocker. (2) The compound is Cc1ccc(C)c(CN2CCC(n3nccc3NC(=O)CCCc3ccccc3)CC2)c1. Results: hERG_inhib (hERG inhibition (general)): blocker.